This data is from Full USPTO retrosynthesis dataset with 1.9M reactions from patents (1976-2016). The task is: Predict the reactants needed to synthesize the given product. (1) Given the product [OH:23][B:19]1[C:7]2[C:8]([CH2:12][CH2:13][CH2:14][C:15]([OH:17])=[O:16])=[CH:9][CH:10]=[CH:11][C:6]=2[CH2:21][O:20]1, predict the reactants needed to synthesize it. The reactants are: C(OC[C:6]1[C:7]([B:19]2[O:23]C(C)(C)[C:21](C)(C)[O:20]2)=[C:8]([CH2:12][CH2:13][CH2:14][C:15]([O:17]C)=[O:16])[CH:9]=[CH:10][CH:11]=1)(=O)C.[OH-].[Na+]. (2) Given the product [CH3:26][N:22]1[C:23]([C:7]([C:4]2[CH:5]=[CH:6][C:1]([CH3:10])=[CH:2][CH:3]=2)=[O:8])=[C:24]([CH3:25])[C:20]([C:18]([O:17][CH2:15][CH3:16])=[O:19])=[C:21]1[CH2:27][C:28]([O:30][CH2:31][CH3:32])=[O:29], predict the reactants needed to synthesize it. The reactants are: [C:1]1([CH3:10])[CH:6]=[CH:5][C:4]([C:7](Cl)=[O:8])=[CH:3][CH:2]=1.[Cl-].[Al+3].[Cl-].[Cl-].[CH2:15]([O:17][C:18]([C:20]1[C:24]([CH3:25])=[CH:23][N:22]([CH3:26])[C:21]=1[CH2:27][C:28]([O:30][CH2:31][CH3:32])=[O:29])=[O:19])[CH3:16]. (3) The reactants are: [C:1]([C:3]1[CH:12]=[CH:11][C:10]2[C:9]([CH3:14])([CH3:13])[CH2:8][CH2:7][C:6]([CH3:16])([CH3:15])[C:5]=2[CH:4]=1)#[CH:2].C([Li])CCC.CCCCCC.[CH2:28]([O:30][C:31](Cl)=[O:32])[CH3:29]. Given the product [CH3:13][C:9]1([CH3:14])[CH2:8][CH2:7][C:6]([CH3:16])([CH3:15])[C:5]2[CH:4]=[C:3]([C:1]#[C:2][C:31]([O:30][CH2:28][CH3:29])=[O:32])[CH:12]=[CH:11][C:10]1=2, predict the reactants needed to synthesize it.